This data is from Full USPTO retrosynthesis dataset with 1.9M reactions from patents (1976-2016). The task is: Predict the reactants needed to synthesize the given product. Given the product [Cl:27][C:28]1[CH:29]=[C:30]([C:34]2[N:37]=[C:24]([CH:10]3[CH2:11][CH:12]([C:14]4[CH:15]=[CH:16][C:17]([C:20]([F:23])([F:22])[F:21])=[CH:18][CH:19]=4)[CH2:13][N:8]([C:6]([N:4]4[CH2:3][CH:2]([OH:1])[CH2:5]4)=[O:7])[CH2:9]3)[O:25][N:35]=2)[CH:31]=[CH:32][CH:33]=1, predict the reactants needed to synthesize it. The reactants are: [OH:1][CH:2]1[CH2:5][N:4]([C:6]([N:8]2[CH2:13][CH:12]([C:14]3[CH:19]=[CH:18][C:17]([C:20]([F:23])([F:22])[F:21])=[CH:16][CH:15]=3)[CH2:11][CH:10]([C:24](O)=[O:25])[CH2:9]2)=[O:7])[CH2:3]1.[Cl:27][C:28]1[CH:29]=[C:30]([C:34](=[NH:37])[NH:35]O)[CH:31]=[CH:32][CH:33]=1.